Task: Predict the product of the given reaction.. Dataset: Forward reaction prediction with 1.9M reactions from USPTO patents (1976-2016) Given the reactants I[C:2]1[N:3]=[C:4]([CH:14]2[CH2:19][CH2:18][N:17]([C:20]([O:22][C:23]([CH3:26])([CH3:25])[CH3:24])=[O:21])[CH2:16][CH2:15]2)[N:5]([CH2:7][CH2:8][N:9]2[CH2:13][CH2:12][CH2:11][CH2:10]2)[CH:6]=1.C([Li])CCC.[CH:32](=[O:34])[CH3:33], predict the reaction product. The product is: [OH:34][CH:32]([C:2]1[N:3]=[C:4]([CH:14]2[CH2:19][CH2:18][N:17]([C:20]([O:22][C:23]([CH3:26])([CH3:25])[CH3:24])=[O:21])[CH2:16][CH2:15]2)[N:5]([CH2:7][CH2:8][N:9]2[CH2:13][CH2:12][CH2:11][CH2:10]2)[CH:6]=1)[CH3:33].